Task: Predict the reaction yield, written as a fraction of the theoretical maximum amount of product (1.0 means a 100% yield; for example, 0.34 means a 34% yield).. Dataset: Reaction yield outcomes from USPTO patents with 853,638 reactions (1) The reactants are Cl.[C:2]([C:4]1[CH:5]=[C:6]([CH:30]=[CH:31][CH:32]=1)[C:7]([NH:9][C:10]1[C:11]([C:26]([F:29])([F:28])[F:27])=[C:12]2[C:18]([CH:19]3[CH2:24][CH2:23][NH:22][CH2:21][CH2:20]3)=[CH:17][N:16]([CH3:25])[C:13]2=[N:14][CH:15]=1)=[O:8])#[N:3].CN(C(ON1N=NC2C=CC=NC1=2)=[N+](C)C)C.F[P-](F)(F)(F)(F)F.[CH:57]1([CH2:62][C:63](O)=[O:64])[CH2:61][CH2:60][CH2:59][CH2:58]1. The catalyst is C(Cl)Cl. The product is [C:2]([C:4]1[CH:5]=[C:6]([CH:30]=[CH:31][CH:32]=1)[C:7]([NH:9][C:10]1[C:11]([C:26]([F:28])([F:27])[F:29])=[C:12]2[C:18]([CH:19]3[CH2:24][CH2:23][N:22]([C:63](=[O:64])[CH2:62][CH:57]4[CH2:61][CH2:60][CH2:59][CH2:58]4)[CH2:21][CH2:20]3)=[CH:17][N:16]([CH3:25])[C:13]2=[N:14][CH:15]=1)=[O:8])#[N:3]. The yield is 0.350. (2) The reactants are [CH2:1]([O:3][C:4](=[O:11])[CH2:5][C:6](=[O:10])[CH2:7][CH2:8][CH3:9])[CH3:2].S(Cl)([Cl:15])(=O)=O.C([O-])(O)=O.[Na+]. The catalyst is CCOCC. The product is [CH2:1]([O:3][C:4](=[O:11])[CH:5]([Cl:15])[C:6](=[O:10])[CH2:7][CH2:8][CH3:9])[CH3:2]. The yield is 1.00. (3) The reactants are [C:1]([NH:4][C:5]1[S:6][C:7]([C:11]2[S:15][C:14]([S:16](Cl)(=[O:18])=[O:17])=[CH:13][CH:12]=2)=[C:8]([CH3:10])[N:9]=1)(=[O:3])[CH3:2].[O:20]1[C:24]2([CH2:29][CH2:28][NH:27][CH2:26][CH2:25]2)[O:23][CH2:22][CH2:21]1.CCN(C(C)C)C(C)C. The catalyst is C(Cl)Cl. The product is [O:20]1[C:24]2([CH2:29][CH2:28][N:27]([S:16]([C:14]3[S:15][C:11]([C:7]4[S:6][C:5]([NH:4][C:1](=[O:3])[CH3:2])=[N:9][C:8]=4[CH3:10])=[CH:12][CH:13]=3)(=[O:18])=[O:17])[CH2:26][CH2:25]2)[O:23][CH2:22][CH2:21]1. The yield is 0.370. (4) The reactants are [C:1]([C:3]1[CH:4]=[C:5]([NH:18][S:19]([CH3:22])(=[O:21])=[O:20])[CH:6]=[C:7]([C:9]2[N:10]=[C:11]3[CH:16]=[CH:15][CH:14]=[N:13][N:12]3[CH:17]=2)[CH:8]=1)#[N:2].Cl.NO.C([N:28](CC)CC)C.[O:33](C(CCl)=O)[C:34]([CH2:36][Cl:37])=O. The catalyst is CCO. The product is [Cl:37][CH2:36][C:34]1[O:33][N:28]=[C:1]([C:3]2[CH:4]=[C:5]([NH:18][S:19]([CH3:22])(=[O:21])=[O:20])[CH:6]=[C:7]([C:9]3[N:10]=[C:11]4[CH:16]=[CH:15][CH:14]=[N:13][N:12]4[CH:17]=3)[CH:8]=2)[N:2]=1. The yield is 0.900. (5) The reactants are Br[CH2:2][C:3]1[C:10]([N+:11]([O-:13])=[O:12])=[CH:9][CH:8]=[CH:7][C:4]=1[C:5]#[N:6].Cl.[CH3:15][NH:16][CH3:17].C(N(CC)CC)C. The catalyst is C(Cl)Cl. The product is [CH3:15][N:16]([CH2:2][C:3]1[C:10]([N+:11]([O-:13])=[O:12])=[CH:9][CH:8]=[CH:7][C:4]=1[C:5]#[N:6])[CH3:17]. The yield is 0.800. (6) The reactants are [CH3:1][O:2][C:3]1[CH:4]=[C:5]2[C:10](=[CH:11][C:12]=1[O:13][CH3:14])[N:9]=[CH:8][N:7]=[C:6]2[O:15][C:16]1[CH:22]=[CH:21][C:19]([NH2:20])=[CH:18][CH:17]=1.C(N(CC)CC)C.Cl[C:31](Cl)([O:33]C(=O)OC(Cl)(Cl)Cl)Cl.[O:42]1[CH2:47][CH2:46][N:45]([CH2:48][CH2:49][NH2:50])[CH2:44][CH2:43]1. The yield is 0.270. The product is [CH3:1][O:2][C:3]1[CH:4]=[C:5]2[C:10](=[CH:11][C:12]=1[O:13][CH3:14])[N:9]=[CH:8][N:7]=[C:6]2[O:15][C:16]1[CH:22]=[CH:21][C:19]([NH:20][C:31]([NH:50][CH2:49][CH2:48][N:45]2[CH2:46][CH2:47][O:42][CH2:43][CH2:44]2)=[O:33])=[CH:18][CH:17]=1. The catalyst is C(Cl)(Cl)Cl.O.